Task: Predict the reactants needed to synthesize the given product.. Dataset: Full USPTO retrosynthesis dataset with 1.9M reactions from patents (1976-2016) (1) Given the product [Cl:1][C:2]1[C:3]([NH:18][CH:19]2[CH2:21][CH2:20]2)=[N:4][C:5]([NH:8][C:9]2[CH:14]=[CH:13][CH:12]=[C:11]([CH:15]([O:17][CH2:48][CH2:47][CH2:46][O:45][CH3:44])[CH3:16])[CH:10]=2)=[N:6][CH:7]=1, predict the reactants needed to synthesize it. The reactants are: [Cl:1][C:2]1[C:3]([NH:18][CH:19]2[CH2:21][CH2:20]2)=[N:4][C:5]([NH:8][C:9]2[CH:10]=[C:11]([CH:15]([OH:17])[CH3:16])[CH:12]=[CH:13][CH:14]=2)=[N:6][CH:7]=1.S([O-])([O-])(=O)=O.[Ce+4].S([O-])([O-])(=O)=O.C1(C)C=CC(S(O)(=O)=O)=CC=1.[CH3:44][O:45][CH2:46][CH2:47][CH2:48]O. (2) The reactants are: [OH:1][C:2]1[CH:3]=[CH:4][C:5]2[S:9][C:8]([C:10]3[CH:20]=[CH:19][C:13]([C:14]([O:16][CH2:17][CH3:18])=[O:15])=[CH:12][CH:11]=3)=[CH:7][C:6]=2[CH:21]=1.[Cl:22][C:23]1[CH:28]=[CH:27][CH:26]=[C:25]([Cl:29])[C:24]=1[C:30]1[C:34]([CH2:35]O)=[C:33]([CH:37]([CH3:39])[CH3:38])[O:32][N:31]=1.C1(P(C2C=CC=CC=2)C2C=CC=CC=2)C=CC=CC=1.N(C(OC(C)C)=O)=NC(OC(C)C)=O. Given the product [Cl:29][C:25]1[CH:26]=[CH:27][CH:28]=[C:23]([Cl:22])[C:24]=1[C:30]1[C:34]([CH2:35][O:1][C:2]2[CH:3]=[CH:4][C:5]3[S:9][C:8]([C:10]4[CH:20]=[CH:19][C:13]([C:14]([O:16][CH2:17][CH3:18])=[O:15])=[CH:12][CH:11]=4)=[CH:7][C:6]=3[CH:21]=2)=[C:33]([CH:37]([CH3:39])[CH3:38])[O:32][N:31]=1, predict the reactants needed to synthesize it. (3) Given the product [CH:1]1([C:6]2[N:11]=[CH:10][C:9]([NH:12][C:24]3[N:25]=[CH:26][C:27]([F:29])=[CH:28][C:23]=3[C:22]([O:21][CH2:19][CH3:20])=[O:31])=[CH:8][CH:7]=2)[CH2:2][CH2:3][CH2:4][CH2:5]1, predict the reactants needed to synthesize it. The reactants are: [CH:1]1([C:6]2[N:11]=[CH:10][C:9]([NH2:12])=[CH:8][CH:7]=2)[CH2:5][CH2:4][CH2:3][CH2:2]1.C(=O)([O-])[O-].[Cs+].[Cs+].[CH2:19]([O:21][C:22](=[O:31])[C:23]1[CH:28]=[C:27]([F:29])[CH:26]=[N:25][C:24]=1Cl)[CH3:20].O1CCOCC1. (4) The reactants are: [C:1](=[O:21])([O:19][CH3:20])[O:2][C:3]1[CH:8]=[C:7]([N+:9]([O-])=O)[C:6]([C:12]#[C:13][CH2:14][N:15]([CH3:17])[CH3:16])=[CH:5][C:4]=1[CH3:18].C([O-])([O-])=O.[Na+].[Na+]. Given the product [C:1](=[O:21])([O:19][CH3:20])[O:2][C:3]1[CH:8]=[C:7]([NH2:9])[C:6]([C:12]#[C:13][CH2:14][N:15]([CH3:17])[CH3:16])=[CH:5][C:4]=1[CH3:18], predict the reactants needed to synthesize it.